Dataset: Full USPTO retrosynthesis dataset with 1.9M reactions from patents (1976-2016). Task: Predict the reactants needed to synthesize the given product. (1) Given the product [OH:1][C:2]1[CH:3]=[C:4]2[C:9](=[CH:10][CH:11]=1)[N:8]=[C:7]([C:12]1[CH:13]=[CH:14][C:15]([C:16]3[O:17][C:27](=[O:28])[NH:19][N:18]=3)=[CH:20][CH:21]=1)[CH:6]=[CH:5]2, predict the reactants needed to synthesize it. The reactants are: [OH:1][C:2]1[CH:3]=[C:4]2[C:9](=[CH:10][CH:11]=1)[N:8]=[C:7]([C:12]1[CH:21]=[CH:20][C:15]([C:16]([NH:18][NH2:19])=[O:17])=[CH:14][CH:13]=1)[CH:6]=[CH:5]2.C1N=CN([C:27](N2C=NC=C2)=[O:28])C=1.CCOC(C)=O. (2) The reactants are: [Cl:1][CH2:2][CH:3]1[C:11]2[C:10]3[CH:12]=[CH:13][CH:14]=[CH:15][C:9]=3[C:8]([N+:16]([O-:18])=[O:17])=[CH:7][C:6]=2[N:5](C(OC(C)(C)C)=O)[CH2:4]1.Cl. Given the product [Cl:1][CH2:2][CH:3]1[C:11]2[C:10]3[CH:12]=[CH:13][CH:14]=[CH:15][C:9]=3[C:8]([N+:16]([O-:18])=[O:17])=[CH:7][C:6]=2[NH:5][CH2:4]1, predict the reactants needed to synthesize it. (3) Given the product [C:1]1([C:21]2[CH:22]=[CH:23][CH:24]=[CH:25][CH:26]=2)[CH:6]=[CH:5][C:4]([NH:7][C:8]2[CH:13]=[N:12][CH:11]=[C:10]3[S:14][C:15]([C:17]4[NH:18][C:35](=[O:36])[CH2:34][O:20][N:19]=4)=[CH:16][C:9]=23)=[CH:3][CH:2]=1, predict the reactants needed to synthesize it. The reactants are: [C:1]1([C:21]2[CH:26]=[CH:25][CH:24]=[CH:23][CH:22]=2)[CH:6]=[CH:5][C:4]([NH:7][C:8]2[CH:13]=[N:12][CH:11]=[C:10]3[S:14][C:15]([C:17]([NH:19][OH:20])=[NH:18])=[CH:16][C:9]=23)=[CH:3][CH:2]=1.C(=O)([O-])[O-].[Na+].[Na+].Cl[CH2:34][C:35](Cl)=[O:36].[H-].[Na+]. (4) Given the product [NH2:7][CH2:8][CH2:9][O:10][C:11]1[CH:12]=[CH:13][C:14]([CH2:17][CH2:18][CH2:19][CH2:20][NH:21][C:22]([NH:23][C:24]([C:26]2[C:31]([NH2:32])=[N:30][C:29]([NH2:33])=[C:28]([Cl:34])[N:27]=2)=[O:25])=[NH:35])=[CH:15][CH:16]=1, predict the reactants needed to synthesize it. The reactants are: C(OC(=O)[NH:7][CH2:8][CH2:9][O:10][C:11]1[CH:16]=[CH:15][C:14]([CH2:17][CH2:18][CH2:19][CH2:20][NH:21][C:22]([NH2:35])=[N:23][C:24]([C:26]2[C:31]([NH2:32])=[N:30][C:29]([NH2:33])=[C:28]([Cl:34])[N:27]=2)=[O:25])=[CH:13][CH:12]=1)(C)(C)C.Cl.C(Cl)Cl.CO.